This data is from Reaction yield outcomes from USPTO patents with 853,638 reactions. The task is: Predict the reaction yield, written as a fraction of the theoretical maximum amount of product (1.0 means a 100% yield; for example, 0.34 means a 34% yield). (1) The reactants are [F-:1].C([N+](CCCC)(CCCC)CCCC)CCC.[CH2:19]([N:26]1[C:30]([CH3:32])([CH3:31])[CH2:29]OS1(=O)=O)[C:20]1[CH:25]=[CH:24][CH:23]=[CH:22][CH:21]=1.S(=O)(=O)(O)O.C(=O)(O)[O-].[Na+]. The catalyst is O1CCCC1. The product is [CH2:19]([NH:26][C:30]([CH3:32])([CH3:31])[CH2:29][F:1])[C:20]1[CH:25]=[CH:24][CH:23]=[CH:22][CH:21]=1. The yield is 0.490. (2) The reactants are [CH3:1][O:2][C:3]1[CH:8]=[CH:7][C:6](B(O)O)=[CH:5][CH:4]=1.I[C:13]1[C:21]2[C:16](=[N:17][CH:18]=[N:19][C:20]=2[NH2:22])[N:15]([CH:23]([CH3:25])[CH3:24])[N:14]=1.C([O-])([O-])=O.[Na+].[Na+]. The catalyst is CCO.COCCOC.C1C=CC([P]([Pd]([P](C2C=CC=CC=2)(C2C=CC=CC=2)C2C=CC=CC=2)([P](C2C=CC=CC=2)(C2C=CC=CC=2)C2C=CC=CC=2)[P](C2C=CC=CC=2)(C2C=CC=CC=2)C2C=CC=CC=2)(C2C=CC=CC=2)C2C=CC=CC=2)=CC=1. The product is [CH:23]([N:15]1[C:16]2=[N:17][CH:18]=[N:19][C:20]([NH2:22])=[C:21]2[C:13]([C:6]2[CH:7]=[CH:8][C:3]([O:2][CH3:1])=[CH:4][CH:5]=2)=[N:14]1)([CH3:25])[CH3:24]. The yield is 0.160. (3) The reactants are [OH:1][NH:2][CH:3]([CH:35]([CH3:37])[CH3:36])[CH2:4][S:5]([C:8]1[CH:13]=[CH:12][C:11]([C:14]2[CH:19]=[CH:18][CH:17]=[C:16]([CH2:20][NH:21][C:22]([C:24]3[NH:33][C:32](=[O:34])[C:31]4[C:26](=[CH:27][CH:28]=[CH:29][CH:30]=4)[N:25]=3)=[O:23])[CH:15]=2)=[CH:10][CH:9]=1)(=[O:7])=[O:6].[C:38](O)(=[O:40])[CH3:39].C(OC(=O)C)(=O)C. The catalyst is C1COCC1. The product is [C:38]([N:2]([OH:1])[CH:3]([CH:35]([CH3:37])[CH3:36])[CH2:4][S:5]([C:8]1[CH:9]=[CH:10][C:11]([C:14]2[CH:19]=[CH:18][CH:17]=[C:16]([CH2:20][NH:21][C:22]([C:24]3[NH:33][C:32](=[O:34])[C:31]4[C:26](=[CH:27][CH:28]=[CH:29][CH:30]=4)[N:25]=3)=[O:23])[CH:15]=2)=[CH:12][CH:13]=1)(=[O:6])=[O:7])(=[O:40])[CH3:39]. The yield is 0.790.